Dataset: Full USPTO retrosynthesis dataset with 1.9M reactions from patents (1976-2016). Task: Predict the reactants needed to synthesize the given product. (1) Given the product [Cl:24][C:25]1[CH:26]=[CH:27][C:28]([C:29]([NH:31][CH:32]([CH3:36])[CH2:33][CH2:34][N:21]2[CH2:20][CH2:19][CH:18]([C@@H:6]3[CH2:5][C:4]4[C:9](=[CH:10][CH:11]=[C:12]([CH3:13])[C:3]=4[O:2][CH3:1])[C@H:8]([CH2:14][NH:15][CH:16]=[O:17])[O:7]3)[CH2:23][CH2:22]2)=[O:30])=[CH:37][CH:38]=1, predict the reactants needed to synthesize it. The reactants are: [CH3:1][O:2][C:3]1[C:12]([CH3:13])=[CH:11][CH:10]=[C:9]2[C:4]=1[CH2:5][C@@H:6]([CH:18]1[CH2:23][CH2:22][NH:21][CH2:20][CH2:19]1)[O:7][C@H:8]2[CH2:14][NH:15][CH:16]=[O:17].[Cl:24][C:25]1[CH:38]=[CH:37][C:28]([C:29]([NH:31][CH:32]([CH3:36])[CH2:33][CH:34]=O)=[O:30])=[CH:27][CH:26]=1.C(O[BH-](OC(=O)C)OC(=O)C)(=O)C.[Na+]. (2) Given the product [CH3:1][C:2]1([CH3:25])[O:6][C@@H:5]([CH2:7][O:8][C:9]2[CH:14]=[CH:13][C:12]([C:15]3[O:19][N:18]=[C:17]([C:20]([OH:22])=[O:21])[CH:16]=3)=[CH:11][CH:10]=2)[CH2:4][O:3]1, predict the reactants needed to synthesize it. The reactants are: [CH3:1][C:2]1([CH3:25])[O:6][C@@H:5]([CH2:7][O:8][C:9]2[CH:14]=[CH:13][C:12]([C:15]3[O:19][N:18]=[C:17]([C:20]([O:22]CC)=[O:21])[CH:16]=3)=[CH:11][CH:10]=2)[CH2:4][O:3]1.[OH-].[K+].Cl. (3) Given the product [Cl:9][C:10]1[CH:11]=[CH:12][C:13]([C@@H:16]2[C@:18]3([C:26]4[C:21](=[CH:22][CH:23]=[CH:24][CH:25]=4)[N:20]([CH2:2][C:3]4[CH:4]=[N:5][CH:6]=[CH:7][CH:8]=4)[C:19]3=[O:27])[CH2:17]2)=[CH:14][CH:15]=1, predict the reactants needed to synthesize it. The reactants are: Br[CH2:2][C:3]1[CH:4]=[N:5][CH:6]=[CH:7][CH:8]=1.[Cl:9][C:10]1[CH:15]=[CH:14][C:13]([C@@H:16]2[C@:18]3([C:26]4[C:21](=[CH:22][CH:23]=[CH:24][CH:25]=4)[NH:20][C:19]3=[O:27])[CH2:17]2)=[CH:12][CH:11]=1. (4) Given the product [Br:16][CH2:13][C:12]([C:8]1[C:9]([CH3:11])=[CH:10][C:5]([O:4][CH:1]([CH3:3])[CH3:2])=[CH:6][C:7]=1[CH3:15])=[O:14], predict the reactants needed to synthesize it. The reactants are: [CH:1]([O:4][C:5]1[CH:10]=[C:9]([CH3:11])[C:8]([C:12](=[O:14])[CH3:13])=[C:7]([CH3:15])[CH:6]=1)([CH3:3])[CH3:2].[Br-:16].[Br-].[Br-].C([N+](CCCC)(CCCC)CCCC)CCC.C([N+](CCCC)(CCCC)CCCC)CCC.C([N+](CCCC)(CCCC)CCCC)CCC. (5) Given the product [Cl:30][C:23]1[CH:22]=[C:21]([C:18]2[CH:19]=[CH:20][N:16]([CH2:15][C@@H:14]([NH:13][C:10]([C:2]3[CH:3]=[C:4]4[O:5][CH2:6][CH2:7][CH2:8][N:9]4[N:1]=3)=[O:12])[CH3:31])[N:17]=2)[CH:28]=[C:27]([F:29])[C:24]=1[C:25]#[N:26], predict the reactants needed to synthesize it. The reactants are: [N:1]1[N:9]2[C:4]([O:5][CH2:6][CH2:7][CH2:8]2)=[CH:3][C:2]=1[C:10]([OH:12])=O.[NH2:13][C@@H:14]([CH3:31])[CH2:15][N:16]1[CH:20]=[CH:19][C:18]([C:21]2[CH:28]=[C:27]([F:29])[C:24]([C:25]#[N:26])=[C:23]([Cl:30])[CH:22]=2)=[N:17]1. (6) Given the product [CH3:25][S:26]([O:1][CH2:2][C@@H:3]1[C@:12]2([CH3:13])[C@H:7]([C:8]([CH3:15])([CH3:14])[CH2:9][CH2:10][CH2:11]2)[CH2:6][CH2:5][C@:4]1([OH:16])[CH3:17])(=[O:28])=[O:27], predict the reactants needed to synthesize it. The reactants are: [OH:1][CH2:2][C@@H:3]1[C@:12]2([CH3:13])[C@H:7]([C:8]([CH3:15])([CH3:14])[CH2:9][CH2:10][CH2:11]2)[CH2:6][CH2:5][C@@:4]1([CH3:17])[OH:16].C(N(CC)CC)C.[CH3:25][S:26](Cl)(=[O:28])=[O:27]. (7) Given the product [N:16]1[N:17]=[CH:18][N:12]([CH:9]2[CH2:8][CH2:7][N:6]([C:4]([O:3][CH2:1][CH3:2])=[O:5])[CH2:11][CH2:10]2)[CH:15]=1, predict the reactants needed to synthesize it. The reactants are: [CH2:1]([O:3][C:4]([N:6]1[CH2:11][CH2:10][CH:9]([NH2:12])[CH2:8][CH2:7]1)=[O:5])[CH3:2].CN(C)/[CH:15]=[N:16]/[N:17]=[CH:18]/N(C)C.